This data is from Forward reaction prediction with 1.9M reactions from USPTO patents (1976-2016). The task is: Predict the product of the given reaction. (1) The product is: [C:1]([O:5][C:6]([N:8]1[CH2:9][CH2:10][N:11]([C:14]2[C:15]([F:22])=[CH:16][C:17]([NH:21][C:33]([O:35][CH2:36][C:37]3[CH:42]=[CH:41][CH:40]=[CH:39][CH:38]=3)=[O:34])=[CH:18][C:19]=2[F:20])[CH2:12][CH2:13]1)=[O:7])([CH3:4])([CH3:2])[CH3:3]. Given the reactants [C:1]([O:5][C:6]([N:8]1[CH2:13][CH2:12][N:11]([C:14]2[C:19]([F:20])=[CH:18][C:17]([NH2:21])=[CH:16][C:15]=2[F:22])[CH2:10][CH2:9]1)=[O:7])([CH3:4])([CH3:3])[CH3:2].CC(C)=O.C(=O)(O)[O-].[Na+].Cl[C:33]([O:35][CH2:36][C:37]1[CH:42]=[CH:41][CH:40]=[CH:39][CH:38]=1)=[O:34], predict the reaction product. (2) Given the reactants [F:1][C:2]1[CH:28]=[CH:27][C:5]2[N:6]=[C:7]([N:20]3[CH2:25][CH2:24][N:23]([CH3:26])[CH2:22][CH2:21]3)[C:8]3[C:13]4[CH:14]=[CH:15][CH:16]=[C:17]([O:18]C)[C:12]=4[S:11][C:9]=3[NH:10][C:4]=2[CH:3]=1.C(S)(S)C.[Al], predict the reaction product. The product is: [F:1][C:2]1[CH:28]=[CH:27][C:5]2[N:6]=[C:7]([N:20]3[CH2:21][CH2:22][N:23]([CH3:26])[CH2:24][CH2:25]3)[C:8]3[C:13]4[CH:14]=[CH:15][CH:16]=[C:17]([OH:18])[C:12]=4[S:11][C:9]=3[NH:10][C:4]=2[CH:3]=1.